From a dataset of Catalyst prediction with 721,799 reactions and 888 catalyst types from USPTO. Predict which catalyst facilitates the given reaction. (1) Reactant: [NH2:1][C:2]1[C:3]2[C:10]([C:11]3[CH:16]=[CH:15][C:14]([CH3:17])=[CH:13][CH:12]=3)=[CH:9][N:8]([CH:18]3[CH2:22][O:21][CH:20]([CH2:23][OH:24])[CH2:19]3)[C:4]=2[N:5]=[CH:6][N:7]=1.[CH2:25]([O:27][P:28]([C:33]1[CH:34]=[C:35]([CH2:47][CH2:48][C:49](O)=[O:50])[CH:36]=[CH:37][C:38]=1[P:39]([O:44][CH2:45][CH3:46])([O:41][CH2:42][CH3:43])=[O:40])([O:30][CH2:31][CH3:32])=[O:29])[CH3:26].C1CCC(N=C=NC2CCCCC2)CC1. Product: [NH2:1][C:2]1[C:3]2[C:10]([C:11]3[CH:12]=[CH:13][C:14]([CH3:17])=[CH:15][CH:16]=3)=[CH:9][N:8]([CH:18]3[CH2:22][O:21][CH:20]([CH2:23][O:24][C:49](=[O:50])[CH2:48][CH2:47][C:35]4[CH:36]=[CH:37][C:38]([P:39]([O:41][CH2:42][CH3:43])([O:44][CH2:45][CH3:46])=[O:40])=[C:33]([P:28]([O:30][CH2:31][CH3:32])([O:27][CH2:25][CH3:26])=[O:29])[CH:34]=4)[CH2:19]3)[C:4]=2[N:5]=[CH:6][N:7]=1. The catalyst class is: 241. (2) Reactant: [NH2:1][C:2]1[CH:7]=[C:6]([C:8]2[S:9][CH:10]=[CH:11][CH:12]=2)[CH:5]=[CH:4][C:3]=1[NH:13][C:14](=[O:20])[O:15][C:16]([CH3:19])([CH3:18])[CH3:17].[CH3:21][N:22]([CH3:37])[C@H:23]1[CH2:27][CH2:26][N:25]([C:28]2[CH:36]=[CH:35][C:31]([C:32](O)=[O:33])=[CH:30][CH:29]=2)[CH2:24]1.C(O)(C)C.C(N(CC)CC)C. Product: [CH3:21][N:22]([CH3:37])[C@H:23]1[CH2:27][CH2:26][N:25]([C:28]2[CH:36]=[CH:35][C:31]([C:32]([NH:1][C:2]3[CH:7]=[C:6]([C:8]4[S:9][CH:10]=[CH:11][CH:12]=4)[CH:5]=[CH:4][C:3]=3[NH:13][C:14](=[O:20])[O:15][C:16]([CH3:17])([CH3:19])[CH3:18])=[O:33])=[CH:30][CH:29]=2)[CH2:24]1. The catalyst class is: 2. (3) The catalyst class is: 14. Reactant: [NH2:1][C:2]1[C:3]([C:16]([O:18]CC)=[O:17])=[N:4][C:5]([C:12]([F:15])([F:14])[F:13])=[C:6]([C:8]([F:11])([F:10])[F:9])[N:7]=1.[OH-].[Na+].O.Cl. Product: [NH2:1][C:2]1[C:3]([C:16]([OH:18])=[O:17])=[N:4][C:5]([C:12]([F:15])([F:14])[F:13])=[C:6]([C:8]([F:9])([F:10])[F:11])[N:7]=1. (4) Reactant: [F:1][C:2]([F:30])([F:29])[O:3][C:4]1[C:5]([C:19]2[CH:20]=[N:21][C:22]([C:25]([F:28])([F:27])[F:26])=[N:23][CH:24]=2)=[CH:6][C:7]([CH2:10][NH:11]C(=O)OC(C)(C)C)=[N:8][CH:9]=1.[ClH:31]. Product: [ClH:31].[F:30][C:2]([F:1])([F:29])[O:3][C:4]1[C:5]([C:19]2[CH:24]=[N:23][C:22]([C:25]([F:26])([F:27])[F:28])=[N:21][CH:20]=2)=[CH:6][C:7]([CH2:10][NH2:11])=[N:8][CH:9]=1. The catalyst class is: 12. (5) Reactant: CN([CH:4]=[O:5])C.P(Cl)(Cl)(Cl)=O.[CH2:11]([CH:13]1[N:22]([S:23]([C:26]2[CH:31]=[CH:30][C:29]([O:32][CH3:33])=[C:28]([CH3:34])[CH:27]=2)(=[O:25])=[O:24])[C:21]2[C:16](=[CH:17][CH:18]=[C:19]([F:35])[CH:20]=2)[N:15]2[CH:36]=[CH:37][CH:38]=[C:14]12)[CH3:12].O. Product: [CH2:11]([CH:13]1[N:22]([S:23]([C:26]2[CH:31]=[CH:30][C:29]([O:32][CH3:33])=[C:28]([CH3:34])[CH:27]=2)(=[O:25])=[O:24])[C:21]2[C:16](=[CH:17][CH:18]=[C:19]([F:35])[CH:20]=2)[N:15]2[C:36]([CH:4]=[O:5])=[CH:37][CH:38]=[C:14]12)[CH3:12]. The catalyst class is: 2. (6) Reactant: FC(F)(F)S(OS(C(F)(F)F)(=O)=O)(=O)=O.[C:16](#[N:23])[C:17]1[CH:22]=[CH:21][CH:20]=[CH:19][CH:18]=1.[Br:24][CH2:25][C:26]([C:28]1[CH:33]=[CH:32][CH:31]=[CH:30][CH:29]=1)=O. Product: [Br:24][C:25]1[C:16]([C:17]2[CH:22]=[CH:21][CH:20]=[CH:19][CH:18]=2)=[N:23][C:16]([C:17]2[CH:22]=[CH:21][CH:20]=[CH:19][CH:18]=2)=[N:23][C:26]=1[C:28]1[CH:33]=[CH:32][CH:31]=[CH:30][CH:29]=1. The catalyst class is: 4. (7) The catalyst class is: 38. Product: [O:32]=[C:11]1[N:10]([CH:6]([CH2:7][CH2:8][CH3:9])[CH2:5][C:4]([OH:33])=[O:3])[C:14]2[CH:15]=[CH:16][CH:17]=[CH:18][C:13]=2[N:12]1[CH2:19][C:20]1[CH:21]=[CH:22][CH:23]=[C:24]2[C:28]=1[N:27]([CH3:29])[C:26]([CH3:30])=[C:25]2[CH3:31]. Reactant: C([O:3][C:4](=[O:33])[CH2:5][CH:6]([N:10]1[C:14]2[CH:15]=[CH:16][CH:17]=[CH:18][C:13]=2[N:12]([CH2:19][C:20]2[CH:21]=[CH:22][CH:23]=[C:24]3[C:28]=2[N:27]([CH3:29])[C:26]([CH3:30])=[C:25]3[CH3:31])[C:11]1=[O:32])[CH2:7][CH2:8][CH3:9])C.[Li+].[OH-].